Dataset: Full USPTO retrosynthesis dataset with 1.9M reactions from patents (1976-2016). Task: Predict the reactants needed to synthesize the given product. Given the product [N:12]1[CH:13]=[CH:14][CH:15]=[CH:16][C:11]=1[NH:10][CH2:2][CH2:3][CH2:4][CH2:5][C:6]([O:8][CH3:9])=[O:7], predict the reactants needed to synthesize it. The reactants are: O=[CH:2][CH2:3][CH2:4][CH2:5][C:6]([O:8][CH3:9])=[O:7].[NH2:10][C:11]1[CH:16]=[CH:15][CH:14]=[CH:13][N:12]=1.C(O[BH-](OC(=O)C)OC(=O)C)(=O)C.[Na+].C(=O)(O)[O-].[Na+].